From a dataset of Full USPTO retrosynthesis dataset with 1.9M reactions from patents (1976-2016). Predict the reactants needed to synthesize the given product. (1) The reactants are: [C:1](OC(C)(CCCC(=O)C1C=CC=CC=1)CCC=C(C)C)(=O)C.COC1C=CC(C(=O)CCCOCCC2C=CC=CC=2)=CC=1.[CH2:46]([O:56][CH2:57][CH2:58][CH2:59][C:60]([C:62]1[CH:67]=[CH:66][C:65](OC)=[CH:64][CH:63]=1)=[O:61])[CH2:47][CH2:48][CH2:49][CH2:50][CH2:51][CH2:52][CH2:53][CH2:54][CH3:55].O(CC(OCCCCC(=O)C1C=CC=CC=1)=O)C1C=CC=CC=1. Given the product [CH2:46]([O:56][CH2:57][CH2:58][CH2:59][C:60]([C:62]1[CH:63]=[CH:64][C:65]([CH3:1])=[CH:66][CH:67]=1)=[O:61])[CH2:47][CH2:48][CH2:49][CH2:50][CH2:51][CH2:52][CH2:53][CH2:54][CH3:55], predict the reactants needed to synthesize it. (2) Given the product [CH3:1][C:2]1([C:25]([OH:27])=[O:26])[O:7][CH2:6][CH:5]([CH2:8][CH2:9][CH2:10][CH2:11][CH:12]([C:19]2[CH:24]=[CH:23][CH:22]=[CH:21][CH:20]=2)[C:13]2[CH:14]=[CH:15][N:16]=[CH:17][CH:18]=2)[CH2:4][O:3]1, predict the reactants needed to synthesize it. The reactants are: [CH3:1][C:2]1([C:25]([O-:27])=[O:26])[O:7][CH2:6][CH:5]([CH2:8][CH2:9][CH2:10][CH2:11][CH:12]([C:19]2[CH:24]=[CH:23][CH:22]=[CH:21][CH:20]=2)[C:13]2[CH:18]=[CH:17][N:16]=[CH:15][CH:14]=2)[CH2:4][O:3]1.[OH-].[Na+]. (3) The reactants are: [I:1][C:2]1[CH:11]=[CH:10][CH:9]=[C:8]2[C:3]=1[CH2:4][CH2:5][N:6]1[C:16](=[O:17])[CH2:15][NH:14][C:13](=[O:18])[CH2:12][CH:7]12.CCN(CC)CC.C(P1(=O)OP(CCC)(=O)OP(CCC)(=O)O1)CC. Given the product [I:1][C:2]1[CH:11]=[CH:10][CH:9]=[C:8]2[C:3]=1[CH2:4][CH2:5][N:6]1[C:16](=[O:17])[CH2:15][NH:14][C:13](=[O:18])[CH:12]=[C:7]12, predict the reactants needed to synthesize it. (4) Given the product [Br:1][C:2]1[C:7]2=[N:8][C:9]([C:12]([OH:14])=[O:26])=[CH:10][N:11]=[C:6]2[CH:5]=[N:4][CH:3]=1, predict the reactants needed to synthesize it. The reactants are: [Br:1][C:2]1[C:7]2=[N:8][C:9]([CH3:12])=[CH:10][N:11]=[C:6]2[CH:5]=[N:4][CH:3]=1.[Se](=O)=[O:14].Cl([O-])=O.[Na+].P([O-])(O)(O)=O.[Na+].[OH2:26].